From a dataset of Reaction yield outcomes from USPTO patents with 853,638 reactions. Predict the reaction yield, written as a fraction of the theoretical maximum amount of product (1.0 means a 100% yield; for example, 0.34 means a 34% yield). The reactants are [CH2:1]([O:3][CH:4]1[CH2:6][CH:5]1[C:7]([O:9]CC)=[O:8])[CH3:2].[OH-].[Li+:13]. The catalyst is CO. The product is [Li+:13].[CH2:1]([O:3][CH:4]1[CH2:6][CH:5]1[C:7]([O-:9])=[O:8])[CH3:2]. The yield is 1.04.